Dataset: Full USPTO retrosynthesis dataset with 1.9M reactions from patents (1976-2016). Task: Predict the reactants needed to synthesize the given product. (1) Given the product [CH3:23][O:22][C:19]1[N:18]=[N:17][C:16]([N:7]2[C:8]([C:10]3[CH:15]=[CH:14][CH:13]=[CH:12][N:11]=3)=[CH:9][C:5]([C:3]([OH:4])=[O:2])=[N:6]2)=[CH:21][CH:20]=1, predict the reactants needed to synthesize it. The reactants are: C[O:2][C:3]([C:5]1[CH:9]=[C:8]([C:10]2[CH:15]=[CH:14][CH:13]=[CH:12][N:11]=2)[N:7]([C:16]2[N:17]=[N:18][C:19]([O:22][CH3:23])=[CH:20][CH:21]=2)[N:6]=1)=[O:4].Cl.C(Cl)(Cl)Cl.CO. (2) Given the product [C:1]([C:5]1[CH:6]=[CH:7][C:8]([S:11]([N:14]([CH2:24][C:25](=[O:27])[N:30]([CH2:31][CH3:32])[CH2:28][CH3:29])[C:15]2[CH:20]=[CH:19][CH:18]=[CH:17][C:16]=2[C:21]([NH2:22])=[O:23])(=[O:13])=[O:12])=[CH:9][CH:10]=1)([CH3:2])([CH3:4])[CH3:3], predict the reactants needed to synthesize it. The reactants are: [C:1]([C:5]1[CH:10]=[CH:9][C:8]([S:11]([N:14]([CH2:24][C:25]([OH:27])=O)[C:15]2[CH:20]=[CH:19][CH:18]=[CH:17][C:16]=2[C:21](=[O:23])[NH2:22])(=[O:13])=[O:12])=[CH:7][CH:6]=1)([CH3:4])([CH3:3])[CH3:2].[CH2:28]([NH:30][CH2:31][CH3:32])[CH3:29]. (3) Given the product [C:1]1([NH:7][C:8]2[N:12]3[C:13]([C:21]([F:22])([F:24])[F:23])=[CH:14][CH:15]=[C:16]([C:17]([OH:19])=[O:18])[C:11]3=[N:10][N:9]=2)[CH:2]=[CH:3][CH:4]=[CH:5][CH:6]=1, predict the reactants needed to synthesize it. The reactants are: [C:1]1([NH:7][C:8]2[N:12]3[C:13]([C:21]([F:24])([F:23])[F:22])=[CH:14][CH:15]=[C:16]([C:17]([O:19]C)=[O:18])[C:11]3=[N:10][N:9]=2)[CH:6]=[CH:5][CH:4]=[CH:3][CH:2]=1.[OH-].[Na+]. (4) Given the product [CH3:40][O:39][C:37]1[CH:38]=[C:33]([NH:32][CH:31]([C:30]2[CH:29]=[CH:28][C:27]([F:26])=[CH:44][CH:43]=2)[C:8]([C:10]2[C:18]3[C:13](=[CH:14][CH:15]=[CH:16][CH:17]=3)[NH:12][CH:11]=2)=[O:9])[CH:34]=[C:35]([O:41][CH3:42])[CH:36]=1, predict the reactants needed to synthesize it. The reactants are: C(N(CC)CC)C.[CH:8]([C:10]1[C:18]2[C:13](=[CH:14][CH:15]=[CH:16][CH:17]=2)[N:12](C(OC(C)(C)C)=O)[CH:11]=1)=[O:9].[F:26][C:27]1[CH:44]=[CH:43][C:30]([CH:31]=[N:32][C:33]2[CH:38]=[C:37]([O:39][CH3:40])[CH:36]=[C:35]([O:41][CH3:42])[CH:34]=2)=[CH:29][CH:28]=1. (5) Given the product [F:1][C:2]1[CH:22]=[CH:21][C:20]([F:23])=[CH:19][C:3]=1[CH2:4][CH:5]1[CH2:10][CH:9]([C:11]([OH:13])=[O:12])[CH2:8][CH2:7][N:6]1[C:15]([O:17][CH3:18])=[O:16], predict the reactants needed to synthesize it. The reactants are: [F:1][C:2]1[CH:22]=[CH:21][C:20]([F:23])=[CH:19][C:3]=1[CH2:4][CH:5]1[CH2:10][CH:9]([C:11]([O:13]C)=[O:12])[CH2:8][CH2:7][N:6]1[C:15]([O:17][CH3:18])=[O:16].[Br-].[Li+].C(N(CC)CC)C.CC(OC)(C)C. (6) Given the product [F:1][C:2]1[C:7]([F:8])=[C:6]([CH:9]2[CH2:14][CH2:13][CH:12]([CH2:15][CH2:16][CH2:17][CH2:18][CH3:19])[CH2:11][CH2:10]2)[CH:5]=[CH:4][C:3]=1[C:20]1[CH2:25][CH2:24][CH:23]([C:26]2[CH:31]=[CH:30][C:29]([O:32][CH2:33][CH3:34])=[C:28]([F:35])[C:27]=2[F:36])[CH2:22][CH:21]=1, predict the reactants needed to synthesize it. The reactants are: [F:1][C:2]1[C:7]([F:8])=[C:6]([CH:9]2[CH2:14][CH2:13][CH:12]([CH2:15][CH2:16][CH2:17][CH2:18][CH3:19])[CH2:11][CH2:10]2)[CH:5]=[CH:4][C:3]=1[C:20]1(O)[CH2:25][CH2:24][CH:23]([C:26]2[CH:31]=[CH:30][C:29]([O:32][CH2:33][CH3:34])=[C:28]([F:35])[C:27]=2[F:36])[CH2:22][CH2:21]1.C1(C)C=CC(S(O)(=O)=O)=CC=1.C1(C)C=CC=CC=1. (7) Given the product [CH3:7][C:8]1[N:3]=[C:4]([N:9]([CH2:27][C:28]2[CH:37]=[CH:36][C:31]([C:32]([O:34][CH3:35])=[O:33])=[CH:30][CH:29]=2)[C:10]2[CH:15]=[CH:14][CH:13]=[CH:12][N:11]=2)[O:38][N:40]=1, predict the reactants needed to synthesize it. The reactants are: [H-].[Na+].[N:3]1[CH:8]=[CH:7]C=C[C:4]=1[N:9](CC1C=CC(C([O-])=O)=CC=1)[C:10]1[CH:15]=[CH:14][CH:13]=[CH:12][N:11]=1.Br[CH2:27][C:28]1[CH:37]=[CH:36][C:31]([C:32]([O:34][CH3:35])=[O:33])=[CH:30][CH:29]=1.[OH2:38].C[N:40](C=O)C. (8) Given the product [F:15][C:12]1([F:16])[CH2:13][CH2:14][CH:9]([NH:8][C:6](=[O:7])[O:5][C:1]([CH3:4])([CH3:2])[CH3:3])[CH:10]([CH2:17][OH:18])[CH2:11]1, predict the reactants needed to synthesize it. The reactants are: [C:1]([O:5][C:6]([NH:8][CH:9]1[CH2:14][CH2:13][C:12]([F:16])([F:15])[CH2:11][CH:10]1[C:17](OCC)=[O:18])=[O:7])([CH3:4])([CH3:3])[CH3:2].[H-].[H-].[H-].[H-].[Li+].[Al+3].[OH-].[Na+]. (9) Given the product [Br:28][C:29]1[CH:30]=[N:31][N:32]([C:16]2[C:11]([C:9]3[CH:8]=[CH:7][C:6]4[O:1][CH2:2][CH2:3][CH2:4][C:5]=4[CH:10]=3)=[C:12]([C:22](=[O:27])[C:23]([O:25][CH3:26])=[O:24])[C:13]([C:18]([F:19])([F:21])[F:20])=[CH:14][CH:15]=2)[CH:33]=1, predict the reactants needed to synthesize it. The reactants are: [O:1]1[C:6]2[CH:7]=[CH:8][C:9]([C:11]3[C:16](F)=[CH:15][CH:14]=[C:13]([C:18]([F:21])([F:20])[F:19])[C:12]=3[C:22](=[O:27])[C:23]([O:25][CH3:26])=[O:24])=[CH:10][C:5]=2[CH2:4][CH2:3][CH2:2]1.[Br:28][C:29]1[CH:30]=[N:31][NH:32][CH:33]=1.[H-].[Na+].Cl.C[Si](C=[N+]=[N-])(C)C.C(OCC)C.